This data is from Catalyst prediction with 721,799 reactions and 888 catalyst types from USPTO. The task is: Predict which catalyst facilitates the given reaction. (1) Reactant: CN(C(ON1N=NC2C=CC=NC1=2)=[N+](C)C)C.F[P-](F)(F)(F)(F)F.[CH3:25][C:26]1[CH:34]=[N:33][CH:32]=[CH:31][C:27]=1[C:28]([OH:30])=O.C(NC(C)C)(C)C.[C:42]1([O:48][C:49]2[CH:54]=[CH:53][CH:52]=[CH:51][C:50]=2[CH2:55][N:56]2[CH:60]=[CH:59][C:58]([NH2:61])=[N:57]2)[CH:47]=[CH:46][CH:45]=[CH:44][CH:43]=1. Product: [CH3:25][C:26]1[CH:34]=[N:33][CH:32]=[CH:31][C:27]=1[C:28]([NH:61][C:58]1[CH:59]=[CH:60][N:56]([CH2:55][C:50]2[CH:51]=[CH:52][CH:53]=[CH:54][C:49]=2[O:48][C:42]2[CH:47]=[CH:46][CH:45]=[CH:44][CH:43]=2)[N:57]=1)=[O:30]. The catalyst class is: 9. (2) Reactant: [Cl:1][C:2]1[CH:17]=[CH:16][C:5]([O:6][C:7]2[CH:15]=[CH:14][C:10]([C:11](O)=[O:12])=[CH:9][CH:8]=2)=[C:4]([N+:18]([O-:20])=[O:19])[CH:3]=1.C(Cl)(=O)C([Cl:24])=O.CN(C=O)C. Product: [Cl:1][C:2]1[CH:17]=[CH:16][C:5]([O:6][C:7]2[CH:15]=[CH:14][C:10]([C:11]([Cl:24])=[O:12])=[CH:9][CH:8]=2)=[C:4]([N+:18]([O-:20])=[O:19])[CH:3]=1. The catalyst class is: 2. (3) Reactant: CN.[O:3]1[CH:7]=[CH:6][C:5]([C:8]2[CH:9]=[C:10]([C:19]([F:22])([F:21])[F:20])[C:11]3[N:12]([CH:14]=[C:15](NC)[N:16]=3)[CH:13]=2)=[CH:4]1.[CH2:23]([N:30]=[C:31]=[O:32])[C:24]1[CH:29]=[CH:28][CH:27]=[CH:26][CH:25]=1.[CH:33]([N:36](CC)C(C)C)(C)C. Product: [CH2:23]([NH:30][C:31]([NH:36][CH2:33][C:15]1[N:16]=[C:11]2[C:10]([C:19]([F:20])([F:21])[F:22])=[CH:9][C:8]([C:5]3[CH:6]=[CH:7][O:3][CH:4]=3)=[CH:13][N:12]2[CH:14]=1)=[O:32])[C:24]1[CH:29]=[CH:28][CH:27]=[CH:26][CH:25]=1. The catalyst class is: 3. (4) Reactant: [Cl:1][C:2]1[CH:7]=[CH:6][C:5]([CH2:8][C@@H:9]([NH:29]C(=O)OC(C)(C)C)[C:10]([N:12]2[CH2:17][CH2:16][N:15]([C:18]3[C:19]4[C@H:26]([CH3:27])[S:25][CH2:24][C:20]=4[N:21]=[CH:22][N:23]=3)[C@@H:14]([CH3:28])[CH2:13]2)=[O:11])=[CH:4][CH:3]=1.[ClH:37]. Product: [ClH:1].[ClH:37].[NH2:29][C@H:9]([CH2:8][C:5]1[CH:4]=[CH:3][C:2]([Cl:1])=[CH:7][CH:6]=1)[C:10]([N:12]1[CH2:17][CH2:16][N:15]([C:18]2[C:19]3[C@H:26]([CH3:27])[S:25][CH2:24][C:20]=3[N:21]=[CH:22][N:23]=2)[C@@H:14]([CH3:28])[CH2:13]1)=[O:11]. The catalyst class is: 2.